From a dataset of Catalyst prediction with 721,799 reactions and 888 catalyst types from USPTO. Predict which catalyst facilitates the given reaction. (1) Reactant: [Cl:1][C:2]1[CH:7]=[CH:6][C:5]([NH2:8])=[C:4](B2OC(C)(C)C(C)(C)O2)[CH:3]=1.[Cl:18][C:19]1[CH:24]=[C:23](Cl)[N:22]=[CH:21][N:20]=1.C1([As](C2C=CC=CC=2)C2C=CC=CC=2)C=CC=CC=1.[O-]P([O-])([O-])=O.[K+].[K+].[K+]. Product: [Cl:1][C:2]1[CH:7]=[CH:6][C:5]([NH2:8])=[C:4]([C:23]2[CH:24]=[C:19]([Cl:18])[N:20]=[CH:21][N:22]=2)[CH:3]=1. The catalyst class is: 551. (2) Reactant: [Br:1][C:2]1[CH:3]=[C:4]2[C:8](=[CH:9][CH:10]=1)[N:7]([CH2:11][CH2:12]Cl)[N:6]=[CH:5]2.Cl.[C@H:15]12[CH2:21][C@H:18]([NH:19][CH2:20]1)[CH2:17][O:16]2.C([O-])([O-])=O.[K+].[K+].O. Product: [Br:1][C:2]1[CH:3]=[C:4]2[C:8](=[CH:9][CH:10]=1)[N:7]([CH2:11][CH2:12][N:19]1[CH2:20][C@@H:15]3[CH2:21][C@H:18]1[CH2:17][O:16]3)[N:6]=[CH:5]2. The catalyst class is: 3.